From a dataset of Peptide-MHC class I binding affinity with 185,985 pairs from IEDB/IMGT. Regression. Given a peptide amino acid sequence and an MHC pseudo amino acid sequence, predict their binding affinity value. This is MHC class I binding data. (1) The peptide sequence is PGDLQTLAL. The MHC is HLA-A31:01 with pseudo-sequence HLA-A31:01. The binding affinity (normalized) is 0. (2) The peptide sequence is KARNTPFNM. The MHC is HLA-A30:01 with pseudo-sequence HLA-A30:01. The binding affinity (normalized) is 0.526. (3) The peptide sequence is HLINKLLST. The MHC is HLA-A02:03 with pseudo-sequence HLA-A02:03. The binding affinity (normalized) is 1.00. (4) The peptide sequence is TTLLNETAKV. The MHC is HLA-A02:01 with pseudo-sequence HLA-A02:01. The binding affinity (normalized) is 0.264. (5) The peptide sequence is SILNTLRFL. The MHC is HLA-A02:01 with pseudo-sequence HLA-A02:01. The binding affinity (normalized) is 0.541. (6) The MHC is HLA-B07:02 with pseudo-sequence HLA-B07:02. The binding affinity (normalized) is 0.592. The peptide sequence is IPGRSTKPVV. (7) The peptide sequence is RVLKMVEPW. The MHC is HLA-A32:01 with pseudo-sequence HLA-A32:01. The binding affinity (normalized) is 0.671.